From a dataset of Full USPTO retrosynthesis dataset with 1.9M reactions from patents (1976-2016). Predict the reactants needed to synthesize the given product. Given the product [CH3:44][S:45]([C:48]1[CH:55]=[CH:54][C:51]([CH2:52][NH:53][C:31]([C:15]2[N:16]([CH:28]([CH3:29])[CH3:30])[C:17]([CH:26]=[O:27])=[C:18]([C:19]3[CH:24]=[CH:23][C:22]([F:25])=[CH:21][CH:20]=3)[C:14]=2[C:11]2[CH:10]=[CH:9][C:8]([F:7])=[CH:13][CH:12]=2)=[O:33])=[CH:50][CH:49]=1)(=[O:46])=[O:47], predict the reactants needed to synthesize it. The reactants are: C(Cl)(=O)C(Cl)=O.[F:7][C:8]1[CH:13]=[CH:12][C:11]([C:14]2[C:18]([C:19]3[CH:24]=[CH:23][C:22]([F:25])=[CH:21][CH:20]=3)=[C:17]([CH:26]=[O:27])[N:16]([CH:28]([CH3:30])[CH3:29])[C:15]=2[C:31]([OH:33])=O)=[CH:10][CH:9]=1.C(N(C(C)C)CC)(C)C.Cl.[CH3:44][S:45]([C:48]1[CH:55]=[CH:54][C:51]([CH2:52][NH2:53])=[CH:50][CH:49]=1)(=[O:47])=[O:46].Cl.